The task is: Predict the reactants needed to synthesize the given product.. This data is from Full USPTO retrosynthesis dataset with 1.9M reactions from patents (1976-2016). (1) Given the product [CH2:9]([N:16]1[CH2:21][CH2:20][CH:19]([N:4]([CH2:3][CH2:2][OH:1])[CH2:5][CH2:6][CH2:7][OH:8])[CH2:18][CH2:17]1)[C:10]1[CH:15]=[CH:14][CH:13]=[CH:12][CH:11]=1, predict the reactants needed to synthesize it. The reactants are: [OH:1][CH2:2][CH2:3][NH:4][CH2:5][CH2:6][CH2:7][OH:8].[CH2:9]([N:16]1[CH2:21][CH2:20][C:19](=O)[CH2:18][CH2:17]1)[C:10]1[CH:15]=[CH:14][CH:13]=[CH:12][CH:11]=1.C(O[BH-](OC(=O)C)OC(=O)C)(=O)C.[Na+].Cl.[OH-].[Na+]. (2) Given the product [CH2:13]([C:6]1[C:3]2[CH:4]=[CH:5][S:1][C:2]=2[C:9]([CH3:10])=[CH:8][C:7]=1[OH:12])[CH3:14], predict the reactants needed to synthesize it. The reactants are: [S:1]1[CH:5]=[CH:4][C:3]([CH:6]([CH2:13][CH3:14])[C:7](=[O:12])[CH2:8][C:9](=O)[CH3:10])=[CH:2]1.C1C=CC=CC=1.O.C1(C)C=CC(S(O)(=O)=O)=CC=1. (3) Given the product [Br:1][C:2]1[CH:7]=[CH:6][CH:5]=[CH:4][C:3]=1[NH:8][CH2:9][C:10]1[NH:14][C:13]2[CH:15]=[C:16]([CH2:19][CH2:20][CH2:21][OH:22])[CH:17]=[CH:18][C:12]=2[N:11]=1, predict the reactants needed to synthesize it. The reactants are: [Br:1][C:2]1[CH:7]=[CH:6][CH:5]=[CH:4][C:3]=1[NH:8][CH2:9][C:10]1[NH:14][C:13]2[CH:15]=[C:16]([CH2:19][CH2:20][C:21](OC)=[O:22])[CH:17]=[CH:18][C:12]=2[N:11]=1.[H-].[H-].[H-].[H-].[Li+].[Al+3]. (4) The reactants are: [C:1]([C:3]1[N:4]=[CH:5][C:6]2[CH2:11][N:10]([C:12]([O:14][C:15]([CH3:18])([CH3:17])[CH3:16])=[O:13])[CH2:9][C:7]=2[N:8]=1)#[N:2].[N:19]([Sn](C)(C)C)=[N+:20]=[N-:21]. Given the product [NH:19]1[C:1]([C:3]2[N:4]=[CH:5][C:6]3[CH2:11][N:10]([C:12]([O:14][C:15]([CH3:18])([CH3:17])[CH3:16])=[O:13])[CH2:9][C:7]=3[N:8]=2)=[N:2][N:21]=[N:20]1, predict the reactants needed to synthesize it.